This data is from Full USPTO retrosynthesis dataset with 1.9M reactions from patents (1976-2016). The task is: Predict the reactants needed to synthesize the given product. (1) The reactants are: [OH:1][CH2:2][C:3]1[CH:4]=[C:5]([C:9]2[CH:10]=[N:11][CH:12]=[C:13]([CH:19]=2)[C:14]([O:16][CH2:17][CH3:18])=[O:15])[CH:6]=[CH:7][CH:8]=1.[CH:20]1([CH:25]2[CH2:33][C:32]3[C:27](=[C:28]([CH3:36])[C:29]([CH3:35])=[C:30](O)[CH:31]=3)[C:26]2=[O:37])[CH2:24][CH2:23][CH2:22][CH2:21]1.N(/C(OC(C)(C)C)=O)=N\C(OC(C)(C)C)=O.C1(P(C2C=CC=CC=2)C2C=CC=CC=2)C=CC=CC=1. Given the product [CH:20]1([CH:25]2[CH2:33][C:32]3[C:27](=[C:28]([CH3:36])[C:29]([CH3:35])=[C:30]([O:1][CH2:2][C:3]4[CH:4]=[C:5]([C:9]5[CH:10]=[N:11][CH:12]=[C:13]([CH:19]=5)[C:14]([O:16][CH2:17][CH3:18])=[O:15])[CH:6]=[CH:7][CH:8]=4)[CH:31]=3)[C:26]2=[O:37])[CH2:21][CH2:22][CH2:23][CH2:24]1, predict the reactants needed to synthesize it. (2) Given the product [CH3:7][C:6]1[C:2]2[NH:1][C:17](=[O:16])[NH:18][C:8](=[O:10])[C:3]=2[S:4][CH:5]=1, predict the reactants needed to synthesize it. The reactants are: [NH2:1][C:2]1[C:6]([CH3:7])=[CH:5][S:4][C:3]=1[C:8]([O:10]C)=O.C(O)(=O)C.[O-:16][C:17]#[N:18].[K+].[OH-].[Na+].Cl. (3) Given the product [F:28][C:16]1[C:17]([C:19]2[CH:24]=[CH:23][C:22]([F:25])=[CH:21][C:20]=2[O:26][CH3:27])=[CH:18][C:13]([NH:8][C:6]2[CH:5]=[C:4]([CH2:9][S:10][CH3:11])[CH:3]=[C:2]([F:1])[N:7]=2)=[N:14][CH:15]=1, predict the reactants needed to synthesize it. The reactants are: [F:1][C:2]1[N:7]=[C:6]([NH2:8])[CH:5]=[C:4]([CH2:9][S:10][CH3:11])[CH:3]=1.Cl[C:13]1[CH:18]=[C:17]([C:19]2[CH:24]=[CH:23][C:22]([F:25])=[CH:21][C:20]=2[O:26][CH3:27])[C:16]([F:28])=[CH:15][N:14]=1.C1(P(C2CCCCC2)C2C=CC=CC=2C2C(C(C)C)=CC(C(C)C)=CC=2C(C)C)CCCCC1.P([O-])([O-])([O-])=O.[K+].[K+].[K+]. (4) Given the product [Br:1][C:2]1[C:8]([F:9])=[CH:7][C:5]([NH:6][C:11](=[O:15])[CH:12]([CH3:14])[CH3:13])=[CH:4][C:3]=1[F:10], predict the reactants needed to synthesize it. The reactants are: [Br:1][C:2]1[C:8]([F:9])=[CH:7][C:5]([NH2:6])=[CH:4][C:3]=1[F:10].[C:11](Cl)(=[O:15])[CH:12]([CH3:14])[CH3:13].C(N(C(C)C)C(C)C)C. (5) Given the product [F:36][C:33]1[C:34]2[CH:35]=[C:27]3[C:26]4[N:39]=[C:22]([C:21]5[C:2]([NH:1][S:47]([CH3:46])(=[O:49])=[O:48])=[CH:3][C:4]6[O:8][C:7]([C:9]7[CH:14]=[CH:13][C:12]([F:15])=[CH:11][CH:10]=7)=[C:6]([C:16]([NH:18][CH3:19])=[O:17])[C:5]=6[CH:20]=5)[CH:23]=[CH:24][C:25]=4[O:38][CH2:37][N:28]3[C:29]=2[CH:30]=[CH:31][CH:32]=1, predict the reactants needed to synthesize it. The reactants are: [NH2:1][C:2]1[C:21]([C:22]2[CH:23]=[CH:24][C:25]3[O:38][CH2:37][N:28]4[C:29]5[CH:30]=[CH:31][CH:32]=[C:33]([F:36])[C:34]=5[CH:35]=[C:27]4[C:26]=3[N:39]=2)=[CH:20][C:5]2[C:6]([C:16]([NH:18][CH3:19])=[O:17])=[C:7]([C:9]3[CH:14]=[CH:13][C:12]([F:15])=[CH:11][CH:10]=3)[O:8][C:4]=2[CH:3]=1.N1C=CC=CC=1.[CH3:46][S:47](Cl)(=[O:49])=[O:48]. (6) Given the product [N:11]1([CH2:2][CH2:1][C:3]2[N:8]=[C:7]([CH2:9][OH:10])[CH:6]=[CH:5][CH:4]=2)[CH2:16][CH2:15][O:14][CH2:13][CH2:12]1, predict the reactants needed to synthesize it. The reactants are: [C:1]([C:3]1[N:8]=[C:7]([CH2:9][OH:10])[CH:6]=[CH:5][CH:4]=1)#[CH:2].[NH:11]1[CH2:16][CH2:15][O:14][CH2:13][CH2:12]1. (7) Given the product [CH2:34]([O:33][C:31]([N:1]1[CH2:5][CH2:4][C@@H:3]([NH:6][C:7]([C:9]2[C:13]3[N:14]=[CH:15][N:16]=[C:17]([C:18]4[C:26]5[O:25][CH2:24][O:23][C:22]=5[CH:21]=[CH:20][C:19]=4[O:27][CH2:28][CH3:29])[C:12]=3[NH:11][CH:10]=2)=[O:8])[CH2:2]1)=[O:32])[CH3:35], predict the reactants needed to synthesize it. The reactants are: [NH:1]1[CH2:5][CH2:4][C@@H:3]([NH:6][C:7]([C:9]2[C:13]3[N:14]=[CH:15][N:16]=[C:17]([C:18]4[C:26]5[O:25][CH2:24][O:23][C:22]=5[CH:21]=[CH:20][C:19]=4[O:27][CH2:28][CH3:29])[C:12]=3[NH:11][CH:10]=2)=[O:8])[CH2:2]1.Cl[C:31]([O:33][CH2:34][CH3:35])=[O:32].